From a dataset of Forward reaction prediction with 1.9M reactions from USPTO patents (1976-2016). Predict the product of the given reaction. Given the reactants [OH:1][C@@H:2]1[C:10]2[C:5](=[CH:6][CH:7]=[CH:8][CH:9]=2)[CH2:4][C@@:3]1([CH2:20][C:21]1[CH:31]=[CH:30][C:24]([C:25](OCC)=[O:26])=[CH:23][CH:22]=1)[C:11]1[CH2:12][C:13]2[C:18]([CH:19]=1)=[CH:17][CH:16]=[CH:15][CH:14]=2.[NH2:32][C:33]1[CH:34]=[CH:35][C:36]([OH:42])=[C:37]([CH:41]=1)[C:38]([OH:40])=[O:39].C[Al](C)C, predict the reaction product. The product is: [OH:42][C:36]1[CH:35]=[CH:34][C:33]([NH:32][C:25](=[O:26])[C:24]2[CH:23]=[CH:22][C:21]([CH2:20][C@@:3]3([C:11]4[CH2:12][C:13]5[C:18]([CH:19]=4)=[CH:17][CH:16]=[CH:15][CH:14]=5)[CH2:4][C:5]4[C:10](=[CH:9][CH:8]=[CH:7][CH:6]=4)[C@H:2]3[OH:1])=[CH:31][CH:30]=2)=[CH:41][C:37]=1[C:38]([OH:40])=[O:39].